Dataset: Full USPTO retrosynthesis dataset with 1.9M reactions from patents (1976-2016). Task: Predict the reactants needed to synthesize the given product. (1) Given the product [F:15][C:12]([F:13])([F:14])[C:5]1[CH:6]=[C:7]([C:8]([F:11])([F:10])[F:9])[C:2]2[NH:1][C:17]([CH2:18][C:19]([O:21][CH2:22][CH3:23])=[O:20])=[N:16][C:3]=2[CH:4]=1, predict the reactants needed to synthesize it. The reactants are: [NH2:1][C:2]1[C:7]([C:8]([F:11])([F:10])[F:9])=[CH:6][C:5]([C:12]([F:15])([F:14])[F:13])=[CH:4][C:3]=1[NH:16][C:17](=O)[CH2:18][C:19]([O:21][CH2:22][CH3:23])=[O:20]. (2) Given the product [CH3:16][O:18][C:19]1[CH:21]=[C:26](/[C:27](=[CH:42]/[C:39]2[NH:36][CH:37]=[CH:38][CH:40]=2)/[C:28]#[N:29])[CH:31]=[CH:30][C:22]=1[O:7][CH3:6], predict the reactants needed to synthesize it. The reactants are: N1C=CC=C1[CH:6]=[O:7].[C:16](O[C:16]([O:18][C:19]([CH3:22])([CH3:21])C)=O)([O:18][C:19](C)([CH3:22])[CH3:21])=O.CON(OC)[C:26]1[CH:31]=[CH:30][N:29]=[CH:28][CH:27]=1.C([N:36]([CH2:39][CH3:40])[CH2:37][CH3:38])C.Cl[CH2:42]Cl. (3) The reactants are: [CH3:1][S:2]([NH:5][C:6]1[CH:14]=[CH:13][C:9]([C:10]([OH:12])=[O:11])=[CH:8][CH:7]=1)(=[O:4])=[O:3].C(=O)([O-])[O-].[K+].[K+].[CH2:21](I)[CH3:22]. Given the product [CH2:21]([N:5]([S:2]([CH3:1])(=[O:4])=[O:3])[C:6]1[CH:14]=[CH:13][C:9]([C:10]([OH:12])=[O:11])=[CH:8][CH:7]=1)[CH3:22], predict the reactants needed to synthesize it. (4) Given the product [Br-:16].[CH3:11][O:12][N:13]=[C:14]([C:17]1[CH:18]=[CH:19][C:20]([CH3:23])=[CH:21][CH:22]=1)[CH2:15][N+:1]1[C:10]2[C:5](=[CH:6][CH:7]=[CH:8][CH:9]=2)[CH:4]=[CH:3][CH:2]=1, predict the reactants needed to synthesize it. The reactants are: [N:1]1[C:10]2[C:5](=[CH:6][CH:7]=[CH:8][CH:9]=2)[CH:4]=[CH:3][CH:2]=1.[CH3:11][O:12][N:13]=[C:14]([C:17]1[CH:22]=[CH:21][C:20]([CH3:23])=[CH:19][CH:18]=1)[CH2:15][Br:16]. (5) Given the product [CH3:11][C:8]1[CH:9]=[CH:10][C:4]2[N:3]=[C:2]([N:23]3[CH2:24][CH2:25][N:20]([C:15]4[C:14]([C:13]([F:27])([F:12])[F:26])=[CH:19][CH:18]=[CH:17][N:16]=4)[CH2:21][CH2:22]3)[NH:6][C:5]=2[CH:7]=1, predict the reactants needed to synthesize it. The reactants are: Cl[C:2]1[NH:6][C:5]2[CH:7]=[C:8]([CH3:11])[CH:9]=[CH:10][C:4]=2[N:3]=1.[F:12][C:13]([F:27])([F:26])[C:14]1[C:15]([N:20]2[CH2:25][CH2:24][NH:23][CH2:22][CH2:21]2)=[N:16][CH:17]=[CH:18][CH:19]=1.